Dataset: CYP2C9 inhibition data for predicting drug metabolism from PubChem BioAssay. Task: Regression/Classification. Given a drug SMILES string, predict its absorption, distribution, metabolism, or excretion properties. Task type varies by dataset: regression for continuous measurements (e.g., permeability, clearance, half-life) or binary classification for categorical outcomes (e.g., BBB penetration, CYP inhibition). Dataset: cyp2c9_veith. The result is 1 (inhibitor). The compound is Cc1cc(-c2ccc(/C=N/n3cnnc3)o2)c([N+](=O)[O-])cc1C.